Dataset: Forward reaction prediction with 1.9M reactions from USPTO patents (1976-2016). Task: Predict the product of the given reaction. Given the reactants [C:1](O)(=O)[CH2:2][CH2:3][CH2:4][CH2:5][CH2:6][CH2:7][CH2:8][CH2:9][CH2:10][CH2:11][CH2:12][CH2:13][CH2:14][CH2:15][CH2:16][CH2:17]C.C[C:22]1(C)[O:27][C:26](=[O:28])[CH2:25][C:24](=[O:29])O1.C(N(CC)CC)C.C(P(=O)(OCC)OCC)#N, predict the reaction product. The product is: [O:29]=[C:24]([CH2:17][CH2:16][CH2:15][CH2:14][CH2:13][CH2:12][CH2:11][CH2:10][CH2:9][CH2:8][CH2:7][CH2:6][CH2:5][CH2:4][CH2:3][CH2:2][CH3:1])[CH2:25][C:26]([O:27][CH3:22])=[O:28].